Dataset: Full USPTO retrosynthesis dataset with 1.9M reactions from patents (1976-2016). Task: Predict the reactants needed to synthesize the given product. (1) Given the product [O:21]1[CH2:20][CH2:19][O:18][C:17]21[CH2:16][CH2:26][C:25]1[C:14]3[C:9](=[CH:10][CH:11]=[CH:12][CH:13]=3)[NH:8][C:24]=1[CH2:29]2, predict the reactants needed to synthesize it. The reactants are: C1(N[N:8]=[C:9]2[C:14](=O)[CH2:13][CH2:12][CH2:11][CH2:10]2)C=CC=CC=1.[CH2:16](O)[CH2:17][O:18][CH2:19][CH2:20][OH:21].O.[C:24]1(C)[CH:29]=CC(S(O)(=O)=O)=[CH:26][CH:25]=1. (2) Given the product [C:2]([C:7]1[O:11][C:10]([CH2:12][N:13]2[CH:17]=[C:16]([NH:18][C:27]([C:25]3[N:26]=[C:22]([CH2:21][O:20][CH3:19])[O:23][C:24]=3[C:30]3[CH:35]=[CH:34][CH:33]=[CH:32][CH:31]=3)=[O:28])[CH:15]=[N:14]2)=[CH:9][CH:8]=1)(=[O:6])[CH3:1], predict the reactants needed to synthesize it. The reactants are: [CH3:1][C:2]1([C:7]2[O:11][C:10]([CH2:12][N:13]3[CH:17]=[C:16]([NH2:18])[CH:15]=[N:14]3)=[CH:9][CH:8]=2)[O:6]CCO1.[CH3:19][O:20][CH2:21][C:22]1[O:23][C:24]([C:30]2[CH:35]=[CH:34][CH:33]=[CH:32][CH:31]=2)=[C:25]([C:27](O)=[O:28])[N:26]=1.